This data is from Reaction yield outcomes from USPTO patents with 853,638 reactions. The task is: Predict the reaction yield, written as a fraction of the theoretical maximum amount of product (1.0 means a 100% yield; for example, 0.34 means a 34% yield). (1) The yield is 0.230. The catalyst is ClCCCl. The product is [C:1]([O:5][C:6]([N:8]1[CH2:11][CH:10]([N:17]2[CH2:18][CH2:19][CH:14]([OH:13])[CH2:15][CH2:16]2)[CH2:9]1)=[O:7])([CH3:4])([CH3:3])[CH3:2]. The reactants are [C:1]([O:5][C:6]([N:8]1[CH2:11][C:10](=O)[CH2:9]1)=[O:7])([CH3:4])([CH3:3])[CH3:2].[OH:13][CH:14]1[CH2:19][CH2:18][NH:17][CH2:16][CH2:15]1.C(O[BH-](OC(=O)C)OC(=O)C)(=O)C.[Na+]. (2) The reactants are I[C:2]1[CH:7]=[CH:6][C:5]([I:8])=[CH:4][CH:3]=1.[Li]CCCC.[O:14]1[C:18]2([CH2:23][CH2:22][C:21](=[O:24])[CH2:20][CH2:19]2)[O:17][CH2:16][CH2:15]1. The catalyst is C1COCC1. The product is [I:8][C:5]1[CH:6]=[CH:7][C:2]([C:21]2([OH:24])[CH2:22][CH2:23][C:18]3([O:17][CH2:16][CH2:15][O:14]3)[CH2:19][CH2:20]2)=[CH:3][CH:4]=1. The yield is 0.666. (3) The reactants are [CH2:1]1[CH:6]2[CH2:7][C:8]3([NH2:11])[CH2:10][CH:4]([CH2:5]2)[CH2:3][CH:2]1[CH2:9]3.Cl[CH2:13][C:14]1[O:15][C:16]([C:19]2[CH:24]=[CH:23][C:22]([O:25][CH3:26])=[CH:21][CH:20]=2)=[N:17][N:18]=1. No catalyst specified. The product is [CH3:26][O:25][C:22]1[CH:23]=[CH:24][C:19]([C:16]2[O:15][C:14]([CH2:13][NH:11][C:8]34[CH2:10][CH:4]5[CH2:5][CH:6]([CH2:1][CH:2]([CH2:3]5)[CH2:9]3)[CH2:7]4)=[N:18][N:17]=2)=[CH:20][CH:21]=1. The yield is 0.710. (4) The reactants are C([O:5][C@H:6]([CH3:43])[C@@H:7]([C:16]1[O:20][N:19]=[C:18]([C@@H:21]2[CH2:25][C:24](=[N:26][O:27][CH3:28])[CH2:23][N:22]2[C:29]([C:31]2[CH:36]=[CH:35][C:34]([C:37]3[CH:42]=[CH:41][CH:40]=[CH:39][CH:38]=3)=[CH:33][CH:32]=2)=[O:30])[N:17]=1)[NH:8]C(OC(C)(C)C)=O)(C)(C)C.C(O)(C(F)(F)F)=O.C(Cl)Cl.C(=O)([O-])[O-].[Na+].[Na+]. No catalyst specified. The product is [CH3:28][O:27][N:26]=[C:24]1[CH2:25][C@@H:21]([C:18]2[N:17]=[C:16]([C@@H:7]([NH2:8])[C@H:6]([OH:5])[CH3:43])[O:20][N:19]=2)[N:22]([C:29]([C:31]2[CH:32]=[CH:33][C:34]([C:37]3[CH:42]=[CH:41][CH:40]=[CH:39][CH:38]=3)=[CH:35][CH:36]=2)=[O:30])[CH2:23]1. The yield is 0.300.